Dataset: Reaction yield outcomes from USPTO patents with 853,638 reactions. Task: Predict the reaction yield, written as a fraction of the theoretical maximum amount of product (1.0 means a 100% yield; for example, 0.34 means a 34% yield). (1) The reactants are O[C:2]1([C:8]2[CH:16]=[C:15]3[C:11]([C:12]([C:17]([OH:19])=[O:18])=[N:13][NH:14]3)=[CH:10][CH:9]=2)[CH2:7][CH2:6][O:5][CH2:4][CH2:3]1. The catalyst is FC(F)(F)C(O)=O. The product is [O:5]1[CH2:4][CH:3]=[C:2]([C:8]2[CH:16]=[C:15]3[C:11]([C:12]([C:17]([OH:19])=[O:18])=[N:13][NH:14]3)=[CH:10][CH:9]=2)[CH2:7][CH2:6]1. The yield is 0.760. (2) The reactants are Br[CH2:2][C:3]1[C:8]2[N:9]=[CH:10][S:11][C:7]=2[CH:6]=[CH:5][CH:4]=1.[N-:12]=[N+:13]=[N-:14].[Na+].CCOCC. The catalyst is CN(C=O)C. The product is [N:12]([CH2:2][C:3]1[C:8]2[N:9]=[CH:10][S:11][C:7]=2[CH:6]=[CH:5][CH:4]=1)=[N+:13]=[N-:14]. The yield is 0.910. (3) The reactants are CN[CH:3]1[CH2:8][CH2:7][C:6]([C:9]2[C:17]3[C:12](=[CH:13][CH:14]=[C:15]([NH:18][C:19]([C:21]4[S:22][CH:23]=[CH:24][CH:25]=4)=[NH:20])[CH:16]=3)[NH:11][CH:10]=2)=[CH:5][CH2:4]1.C1C2[N:29]([CH2:30]C=C(C3C4C(=CC=C(N)C=4)NC=3)C2)[CH2:28]C1.I.CSC(C1SC=CC=1)=N. The catalyst is C(O)C. The product is [CH2:3]1[CH:4]2[N:29]([CH2:30][CH:7]=[C:6]([C:9]3[C:17]4[C:12](=[CH:13][CH:14]=[C:15]([NH:18][C:19]([C:21]5[S:22][CH:23]=[CH:24][CH:25]=5)=[NH:20])[CH:16]=4)[NH:11][CH:10]=3)[CH2:5]2)[CH2:28][CH2:8]1. The yield is 0.790. (4) The reactants are [CH:1]1([O:7][C:8]2[CH:15]=[CH:14][CH:13]=[C:12]([N+:16]([O-])=O)[C:9]=2[C:10]#[N:11])[CH2:6][CH2:5][CH2:4][CH2:3][CH2:2]1.CCOC(C)=O. The catalyst is C1COCC1.CC(O)=O.[Fe]. The product is [NH2:16][C:12]1[CH:13]=[CH:14][CH:15]=[C:8]([O:7][CH:1]2[CH2:2][CH2:3][CH2:4][CH2:5][CH2:6]2)[C:9]=1[C:10]#[N:11]. The yield is 0.940.